This data is from Catalyst prediction with 721,799 reactions and 888 catalyst types from USPTO. The task is: Predict which catalyst facilitates the given reaction. (1) Reactant: [CH2:1](Br)[C:2]1[CH:7]=[CH:6][CH:5]=[CH:4][CH:3]=1.[C:9]([O-:12])([O-])=O.[K+].[K+].[OH2:15]. Product: [CH2:1]([O:15][C:3]1[CH:4]=[CH:5][C:9]([OH:12])=[C:7]([CH3:6])[C:2]=1[CH3:1])[C:2]1[CH:7]=[CH:6][CH:5]=[CH:4][CH:3]=1. The catalyst class is: 3. (2) Product: [Cl:1][C:2]1[C:6]([Cl:7])=[C:5]([CH3:8])[NH:4][C:3]=1[C:9]([NH:11][C@@H:12]1[CH2:17][CH2:16][N:15]([C:18]([O:20][CH2:21][C:22]2[CH:27]=[CH:26][CH:25]=[CH:24][CH:23]=2)=[O:19])[CH2:14][C@@H:13]1[N:28]1[CH:32]=[C:31]([CH2:33][F:41])[N:30]=[N:29]1)=[O:10]. Reactant: [Cl:1][C:2]1[C:6]([Cl:7])=[C:5]([CH3:8])[NH:4][C:3]=1[C:9]([NH:11][C@@H:12]1[CH2:17][CH2:16][N:15]([C:18]([O:20][CH2:21][C:22]2[CH:27]=[CH:26][CH:25]=[CH:24][CH:23]=2)=[O:19])[CH2:14][C@@H:13]1[N:28]1[CH:32]=[C:31]([CH2:33]O)[N:30]=[N:29]1)=[O:10].CCN(S(F)(F)[F:41])CC. The catalyst class is: 2. (3) Reactant: [C:1]([C:3]1[CH:4]=[CH:5][C:6]2[O:10][C:9]([CH:11]([OH:31])[C:12]3[C:20]([O:21][CH3:22])=[CH:19][C:18]([CH3:23])=[C:17]4[C:13]=3[CH:14]=[CH:15][N:16]4C(OC(C)(C)C)=O)=[N:8][C:7]=2[CH:32]=1)#[N:2].C([O-])([O-])=O.[Cs+].[Cs+]. Product: [OH:31][CH:11]([C:12]1[C:20]([O:21][CH3:22])=[CH:19][C:18]([CH3:23])=[C:17]2[C:13]=1[CH:14]=[CH:15][NH:16]2)[C:9]1[O:10][C:6]2[CH:5]=[CH:4][C:3]([C:1]#[N:2])=[CH:32][C:7]=2[N:8]=1. The catalyst class is: 191. (4) Reactant: [CH3:1][C:2]1[C:6]([C:7]2[N:12]=[C:11]([C:13]3[CH:18]=[C:17]([OH:19])[CH:16]=[CH:15][C:14]=3[C:20]([F:23])([F:22])[F:21])[N:10]=[C:9]([NH:24][CH:25]3[CH2:30][CH2:29][N:28]([C:31]([O:33][CH3:34])=[O:32])[CH2:27][CH2:26]3)[C:8]=2[CH3:35])=[C:5]([CH3:36])[O:4][N:3]=1.[N+](C1C=C(S(O[CH2:50][C@H:51]2[CH2:53][O:52]2)(=O)=O)C=CC=1)([O-])=O.C([O-])([O-])=O.[Cs+].[Cs+]. Product: [CH3:1][C:2]1[C:6]([C:7]2[N:12]=[C:11]([C:13]3[CH:18]=[C:17]([O:19][CH2:50][C@H:51]4[CH2:53][O:52]4)[CH:16]=[CH:15][C:14]=3[C:20]([F:23])([F:21])[F:22])[N:10]=[C:9]([NH:24][CH:25]3[CH2:30][CH2:29][N:28]([C:31]([O:33][CH3:34])=[O:32])[CH2:27][CH2:26]3)[C:8]=2[CH3:35])=[C:5]([CH3:36])[O:4][N:3]=1. The catalyst class is: 20. (5) Reactant: [CH2:1]([C:3]1[CH:8]=[C:7]([C:9]([F:18])([C:14]([F:17])([F:16])[F:15])[C:10]([F:13])([F:12])[F:11])[CH:6]=[C:5]([CH3:19])[C:4]=1[NH:20][C:21](=[O:32])[C:22]1[CH:27]=[CH:26][C:25](F)=[C:24]([N+:29]([O-:31])=[O:30])[CH:23]=1)[CH3:2].[NH:33]1[CH:37]=[N:36][CH:35]=[N:34]1.C(=O)([O-])[O-].[K+].[K+]. Product: [CH2:1]([C:3]1[CH:8]=[C:7]([C:9]([F:18])([C:10]([F:12])([F:11])[F:13])[C:14]([F:15])([F:17])[F:16])[CH:6]=[C:5]([CH3:19])[C:4]=1[NH:20][C:21](=[O:32])[C:22]1[CH:27]=[CH:26][C:25]([N:33]2[CH:37]=[N:36][CH:35]=[N:34]2)=[C:24]([N+:29]([O-:31])=[O:30])[CH:23]=1)[CH3:2]. The catalyst class is: 35.